From a dataset of Forward reaction prediction with 1.9M reactions from USPTO patents (1976-2016). Predict the product of the given reaction. (1) Given the reactants [NH2:1][NH:2][C:3]([NH2:5])=[S:4].[CH3:6][O:7][C:8]1[CH:9]=[C:10]([CH:15]=[CH:16][C:17]=1[O:18][CH3:19])[O:11][CH2:12][C:13]#N.N, predict the reaction product. The product is: [CH3:6][O:7][C:8]1[CH:9]=[C:10]([CH:15]=[CH:16][C:17]=1[O:18][CH3:19])[O:11][CH2:12][C:13]1[S:4][C:3]([NH2:5])=[N:2][N:1]=1. (2) The product is: [Si:1]([O:8][CH2:9]/[CH:10]=[CH:11]/[C:12]1[N:20]([CH2:35][CH3:36])[C:19]2[C:18]([O:21][C:22]3[CH:27]=[CH:26][CH:25]=[CH:24][CH:23]=3)=[N:17][CH:16]=[N:15][C:14]=2[CH:13]=1)([C:4]([CH3:7])([CH3:5])[CH3:6])([CH3:3])[CH3:2]. Given the reactants [Si:1]([O:8][CH2:9]/[CH:10]=[CH:11]/[C:12]1[NH:20][C:19]2[C:18]([O:21][C:22]3[CH:27]=[CH:26][CH:25]=[CH:24][CH:23]=3)=[N:17][CH:16]=[N:15][C:14]=2[CH:13]=1)([C:4]([CH3:7])([CH3:6])[CH3:5])([CH3:3])[CH3:2].C(=O)([O-])[O-].[Cs+].[Cs+].I[CH2:35][CH3:36], predict the reaction product. (3) Given the reactants Br[C:2]1[CH:11]=[C:10]2[C:5]([CH:6]=[CH:7][N:8]=[CH:9]2)=[CH:4][C:3]=1[O:12][CH3:13].C([Sn](CCCC)(CCCC)[C:19]1[CH:24]=[CH:23][CH:22]=[CH:21][N:20]=1)CCC, predict the reaction product. The product is: [CH3:13][O:12][C:3]1[CH:4]=[C:5]2[C:10](=[CH:11][C:2]=1[C:19]1[CH:24]=[CH:23][CH:22]=[CH:21][N:20]=1)[CH:9]=[N:8][CH:7]=[CH:6]2. (4) Given the reactants C([N:8]1[CH2:13][CH2:12][C@@H:11]([CH3:14])[C@H:10]([NH:15][C:16](=[O:22])[O:17][C:18]([CH3:21])([CH3:20])[CH3:19])[CH2:9]1)C1C=CC=CC=1.[H][H], predict the reaction product. The product is: [CH3:14][C@@H:11]1[CH2:12][CH2:13][NH:8][CH2:9][C@H:10]1[NH:15][C:16](=[O:22])[O:17][C:18]([CH3:21])([CH3:20])[CH3:19].